Task: Predict the reactants needed to synthesize the given product.. Dataset: Full USPTO retrosynthesis dataset with 1.9M reactions from patents (1976-2016) (1) Given the product [CH3:23][S:24][C:2]1[C:7]2=[CH:8][CH:9]=[C:10]3[C:19]([N:18]=[C:17]4[C:12]([CH:13]=[CH:14][CH:15]=[C:16]4[C:20]([OH:22])=[O:21])=[N:11]3)=[C:6]2[CH:5]=[CH:4][CH:3]=1, predict the reactants needed to synthesize it. The reactants are: F[C:2]1[C:7]2=[CH:8][CH:9]=[C:10]3[C:19]([N:18]=[C:17]4[C:12]([CH:13]=[CH:14][CH:15]=[C:16]4[C:20]([OH:22])=[O:21])=[N:11]3)=[C:6]2[CH:5]=[CH:4][CH:3]=1.[CH3:23][S-:24].[Na+]. (2) Given the product [CH3:1][C:2]1([CH3:34])[CH2:32][C:31](=[O:33])[C:5]2[C:6]([C:9]([NH:11][C:12]3[CH:17]=[N:16][C:15]([N:18]4[CH2:19][CH2:20][NH:21][CH2:22][CH2:23]4)=[CH:14][CH:13]=3)=[O:10])=[CH:7][O:8][C:4]=2[CH2:3]1, predict the reactants needed to synthesize it. The reactants are: [CH3:1][C:2]1([CH3:34])[CH2:32][C:31](=[O:33])[C:5]2[C:6]([C:9]([NH:11][C:12]3[CH:13]=[CH:14][C:15]([N:18]4[CH2:23][CH2:22][N:21](C(OC(C)(C)C)=O)[CH2:20][CH2:19]4)=[N:16][CH:17]=3)=[O:10])=[CH:7][O:8][C:4]=2[CH2:3]1.Cl.O.C(=O)([O-])[O-].[K+].[K+].